Dataset: Forward reaction prediction with 1.9M reactions from USPTO patents (1976-2016). Task: Predict the product of the given reaction. (1) Given the reactants [CH3:1][C:2]1([CH3:59])[C@@H:5]([C:6]([O:8][C@H:9]2[CH2:26][CH2:25][C@@:24]3([CH3:27])[C@@H:11]([CH2:12][CH2:13][C@:14]4([CH3:46])[C@@H:23]3[CH2:22][CH2:21][C@H:20]3[C@@:15]4([CH3:45])[CH2:16][CH2:17][C@@:18]4([C:35]([N:37]5[CH2:42][CH2:41][CH:40]([O:43][CH3:44])[CH2:39][CH2:38]5)=[O:36])[CH2:30][CH2:29][C@@H:28]([C:31]5([CH3:34])[CH2:33][CH2:32]5)[C@@H:19]43)[C:10]2([CH3:48])[CH3:47])=[O:7])[CH2:4][C@H:3]1[C:49]([O:51]CC1C=CC=CC=1)=[O:50].C(N(CC)CC)C.C([SiH](CC)CC)C, predict the reaction product. The product is: [CH3:44][O:43][CH:40]1[CH2:39][CH2:38][N:37]([C:35]([C@:18]23[CH2:30][CH2:29][C@@H:28]([C:31]4([CH3:34])[CH2:33][CH2:32]4)[C@@H:19]2[C@@H:20]2[C@@:15]([CH3:45])([CH2:16][CH2:17]3)[C@@:14]3([CH3:46])[C@@H:23]([C@:24]4([CH3:27])[C@@H:11]([CH2:12][CH2:13]3)[C:10]([CH3:47])([CH3:48])[C@@H:9]([O:8][C:6]([C@H:5]3[CH2:4][C@@H:3]([C:49]([OH:51])=[O:50])[C:2]3([CH3:59])[CH3:1])=[O:7])[CH2:26][CH2:25]4)[CH2:22][CH2:21]2)=[O:36])[CH2:42][CH2:41]1. (2) Given the reactants Cl.Cl.[NH2:3][C@H:4]1[CH:9]2[CH2:10][CH2:11][N:6]([CH2:7][CH2:8]2)[CH2:5]1.[H-].[Na+].[Cl:14][C:15]1[CH:16]=[C:17]2[C:21](=[C:22]([C:24]([O:26][CH3:27])=[O:25])[CH:23]=1)[N:20]([CH2:28]C=O)[CH:19]=[C:18]2[CH3:31].C(O[BH-](OC(=O)C)OC(=O)C)(=O)C.[Na+], predict the reaction product. The product is: [Cl:14][C:15]1[CH:16]=[C:17]2[C:21](=[C:22]([C:24]([O:26][CH3:27])=[O:25])[CH:23]=1)[N:20]([CH2:28][NH:3][C@H:4]1[CH:9]3[CH2:10][CH2:11][N:6]([CH2:7][CH2:8]3)[CH2:5]1)[CH:19]=[C:18]2[CH3:31].